Dataset: Reaction yield outcomes from USPTO patents with 853,638 reactions. Task: Predict the reaction yield, written as a fraction of the theoretical maximum amount of product (1.0 means a 100% yield; for example, 0.34 means a 34% yield). (1) The reactants are C(N(CC)CC)C.[CH3:8][C:9]1[O:10][C:11]2[CH:17]=[CH:16][C:15]([NH2:18])=[CH:14][C:12]=2[CH:13]=1.Cl.CS[C:22](SC)=[C:23]([C:26](=[O:34])[C:27]1[CH:32]=[CH:31][CH:30]=[CH:29][C:28]=1[Cl:33])[C:24]#[N:25].[NH2:37][C@H:38]1[CH2:44][CH2:43][CH2:42][CH2:41][N:40]([CH2:45][C:46]([N:48]2[CH2:52][CH2:51][CH2:50][CH2:49]2)=[O:47])[C:39]1=[O:53]. The catalyst is C(#N)C. The product is [Cl:33][C:28]1[CH:29]=[CH:30][CH:31]=[CH:32][C:27]=1[C:26](=[O:34])[C:23]([C:24]#[N:25])=[C:22]([NH:37][C@H:38]1[CH2:44][CH2:43][CH2:42][CH2:41][N:40]([CH2:45][C:46]([N:48]2[CH2:49][CH2:50][CH2:51][CH2:52]2)=[O:47])[C:39]1=[O:53])[NH:18][C:15]1[CH:16]=[CH:17][C:11]2[O:10][C:9]([CH3:8])=[CH:13][C:12]=2[CH:14]=1. The yield is 0.390. (2) The reactants are [H-].[Na+].[CH3:3][CH:4]1[CH2:13][CH2:12][C:11]2[C:6](=[CH:7][CH:8]=[CH:9][CH:10]=2)[C:5]1=[O:14].[F:15][B-](F)(F)F.O. The catalyst is C1COCC1.C(#N)C. The product is [F:15][C:4]1([CH3:3])[CH2:13][CH2:12][C:11]2[C:6](=[CH:7][CH:8]=[CH:9][CH:10]=2)[C:5]1=[O:14]. The yield is 0.940. (3) The product is [CH2:72]=[C:68]1[C:66]2=[N:67][C:62]([C:54]3[S:53][C:52]([C:55]4[CH:56]=[N:57][CH:58]=[CH:59][CH:60]=4)=[N:51][C:50]=3[CH3:49])=[CH:63][CH:64]=[C:65]2[O:71][CH2:70][CH2:69]1. The reactants are CC1(C)C2C(=C(P(C3C=CC=CC=3)C3C=CC=CC=3)C=CC=2)OC2C(P(C3C=CC=CC=3)C3C=CC=CC=3)=CC=CC1=2.C([O-])([O-])=O.[K+].[K+].[CH3:49][C:50]1[N:51]=[C:52]([C:55]2[CH:56]=[N:57][CH:58]=[CH:59][CH:60]=2)[S:53][CH:54]=1.Br[C:62]1[N:67]=[C:66]2[C:68](=[CH2:72])[CH2:69][CH2:70][O:71][C:65]2=[CH:64][CH:63]=1. The catalyst is C(OCC)(=O)C.O.C1C=CC(/C=C/C(/C=C/C2C=CC=CC=2)=O)=CC=1.C1C=CC(/C=C/C(/C=C/C2C=CC=CC=2)=O)=CC=1.C1C=CC(/C=C/C(/C=C/C2C=CC=CC=2)=O)=CC=1.[Pd].[Pd]. The yield is 0.220. (4) The reactants are OS(C(F)(F)F)(=O)=O.[NH2:9][CH2:10][CH2:11][CH:12]1[CH2:17][CH2:16][N:15]([C:18]2[C:19]3[S:26][C:25]([C:27]([NH2:29])=[O:28])=[C:24]([CH3:30])[C:20]=3[N:21]=[CH:22][N:23]=2)[CH2:14][CH2:13]1.C([O-])([O-])=O.[Na+].[Na+].[C:37](Cl)(=[O:42])[C:38]([CH3:41])([CH3:40])[CH3:39]. The catalyst is C(OCC)(=O)C. The product is [CH3:30][C:24]1[C:20]2[N:21]=[CH:22][N:23]=[C:18]([N:15]3[CH2:16][CH2:17][CH:12]([CH2:11][CH2:10][NH:9][C:37](=[O:42])[C:38]([CH3:41])([CH3:40])[CH3:39])[CH2:13][CH2:14]3)[C:19]=2[S:26][C:25]=1[C:27]([NH2:29])=[O:28]. The yield is 0.700. (5) The reactants are C([N:8]1[CH2:14][C:13]2[C:15]([F:20])=[CH:16][CH:17]=[C:18]([Br:19])[C:12]=2[O:11][CH2:10][CH2:9]1)C1C=CC=CC=1.ClC(OC(Cl)C)=O.ClCCCl.[C:40](O[C:40]([O:42][C:43]([CH3:46])([CH3:45])[CH3:44])=[O:41])([O:42][C:43]([CH3:46])([CH3:45])[CH3:44])=[O:41]. The catalyst is CCOCC.[OH-].[Na+].O1CCOCC1.O. The product is [Br:19][C:18]1[C:12]2[O:11][CH2:10][CH2:9][N:8]([C:40]([O:42][C:43]([CH3:44])([CH3:45])[CH3:46])=[O:41])[CH2:14][C:13]=2[C:15]([F:20])=[CH:16][CH:17]=1. The yield is 0.722. (6) The yield is 0.870. No catalyst specified. The reactants are C[O-].[Na+].[Si]([O:11][C:12]1[CH:17]=[CH:16][C:15]([C:18]([NH:40][S@@:41]([C:43]([CH3:46])([CH3:45])[CH3:44])=[O:42])([C:26]2[CH:31]=[C:30]([O:32][C:33]([F:38])([F:37])[CH:34]([F:36])[F:35])[CH:29]=[C:28]([F:39])[CH:27]=2)[CH2:19][C:20]2[CH:25]=[CH:24][CH:23]=[CH:22][CH:21]=2)=[CH:14][C:13]=1[F:47])(C(C)(C)C)(C)C. The product is [F:47][C:13]1[CH:14]=[C:15]([C:18]([NH:40][S@@:41]([C:43]([CH3:46])([CH3:45])[CH3:44])=[O:42])([C:26]2[CH:31]=[C:30]([O:32][C:33]([F:37])([F:38])[CH:34]([F:35])[F:36])[CH:29]=[C:28]([F:39])[CH:27]=2)[CH2:19][C:20]2[CH:21]=[CH:22][CH:23]=[CH:24][CH:25]=2)[CH:16]=[CH:17][C:12]=1[OH:11]. (7) The product is [F:11][C:8]1[CH:9]=[CH:10][C:5]([PH:12](=[O:19])[C:5]2[CH:10]=[CH:9][C:8]([F:11])=[CH:7][CH:6]=2)=[CH:6][CH:7]=1. The catalyst is C1COCC1.C1(C)C=CC=CC=1.O. The yield is 0.352. The reactants are [Mg].II.Br[C:5]1[CH:10]=[CH:9][C:8]([F:11])=[CH:7][CH:6]=1.[P:12]([O-:19])(OCC)OCC.Cl. (8) The reactants are C(N(C(C)C)CC)(C)C.[CH2:10]([NH2:17])[C:11]1[CH:16]=[CH:15][CH:14]=[CH:13][CH:12]=1.[C:18]([CH2:20][C:21](O)=[O:22])#[N:19].C(Cl)CCl.C1C=CC2N(O)N=NC=2C=1. The catalyst is CN(C=O)C.CCOCC. The product is [C:18]([CH2:20][C:21]([NH:17][CH2:10][C:11]1[CH:16]=[CH:15][CH:14]=[CH:13][CH:12]=1)=[O:22])#[N:19]. The yield is 0.140. (9) The reactants are [C:1]([O:5][C:6]([NH:8][C:9]1[CH:14]=[CH:13][C:12]([S:15][C:16]2[CH:24]=[CH:23][C:19]([C:20](O)=[O:21])=[CH:18][C:17]=2[NH:25][C:26]2[C:27]3[CH:35]=[CH:34][C:33]([CH:36]([CH3:38])[CH3:37])=[N:32][C:28]=3[N:29]=[CH:30][N:31]=2)=[CH:11][CH:10]=1)=[O:7])([CH3:4])([CH3:3])[CH3:2].F[B-](F)(F)F.N1(OC(N(C)C)=[N+](C)C)C2C=CC=CC=2N=N1.[NH2:61][C:62]([C:69]1[CH:74]=[CH:73][CH:72]=[CH:71][CH:70]=1)([CH3:68])[C:63]([O:65][CH2:66][CH3:67])=[O:64].C(N(CC)C(C)C)(C)C. The catalyst is CS(C)=O.O. The product is [C:1]([O:5][C:6]([NH:8][C:9]1[CH:10]=[CH:11][C:12]([S:15][C:16]2[CH:24]=[CH:23][C:19]([C:20]([NH:61][C:62]([C:69]3[CH:70]=[CH:71][CH:72]=[CH:73][CH:74]=3)([CH3:68])[C:63]([O:65][CH2:66][CH3:67])=[O:64])=[O:21])=[CH:18][C:17]=2[NH:25][C:26]2[C:27]3[CH:35]=[CH:34][C:33]([CH:36]([CH3:38])[CH3:37])=[N:32][C:28]=3[N:29]=[CH:30][N:31]=2)=[CH:13][CH:14]=1)=[O:7])([CH3:4])([CH3:3])[CH3:2]. The yield is 0.780. (10) The reactants are [CH:1]1[CH:10]=[CH:9][C:8]2[CH2:11][CH2:12][N:6]3[C:7]=2[C:2]=1[C@H:3]1[CH2:15][N:14]([C:16](OC(C)(C)C)=O)[CH2:13][C@H:4]1[CH2:5]3.C=O.C(O[BH-](OC(=O)C)OC(=O)C)(=O)C.[Na+].[ClH:39]. The catalyst is ClCCCl.CCOCC. The product is [ClH:39].[ClH:39].[CH3:16][N:14]1[CH2:15][C@H:3]2[C@H:4]([CH2:5][N:6]3[CH2:12][CH2:11][C:8]4[CH:9]=[CH:10][CH:1]=[C:2]2[C:7]3=4)[CH2:13]1. The yield is 0.500.